Dataset: CYP3A4 inhibition data for predicting drug metabolism from PubChem BioAssay. Task: Regression/Classification. Given a drug SMILES string, predict its absorption, distribution, metabolism, or excretion properties. Task type varies by dataset: regression for continuous measurements (e.g., permeability, clearance, half-life) or binary classification for categorical outcomes (e.g., BBB penetration, CYP inhibition). Dataset: cyp3a4_veith. (1) The drug is COCCn1c(=O)c(-c2ccc(OC)cc2)nc2cnc(Nc3ccccc3)nc21. The result is 0 (non-inhibitor). (2) The molecule is COc1cccc([C@H]2Oc3ccc(OC)cc3/C(=N\O[C@@H]3O[C@H](COC(C)=O)[C@H](OC(C)=O)[C@H](OC(C)=O)[C@H]3OC(C)=O)[C@@H]2O)c1. The result is 1 (inhibitor). (3) The compound is CCCCCCCC/C=C\CCCCCCCC(=O)N[C@@H](CO)Cc1ccc(O)cc1. The result is 1 (inhibitor). (4) The drug is COc1ccc(OC)c(NC(=O)[C@H]2CC=CC[C@H]2C(=O)O)c1. The result is 0 (non-inhibitor). (5) The drug is Cc1ccc(-n2c3c(c(=O)[nH]c2=O)C(C(F)(F)F)(C(F)(F)F)NC(=O)N3)cc1. The result is 0 (non-inhibitor). (6) The drug is CC(C)CN(CC(C)C)S(=O)(=O)N1CCC(C(=O)NCc2ccc(F)cc2)CC1. The result is 1 (inhibitor). (7) The molecule is CO[C@@H]1COC(=O)[C@H]2CCCN2C(=O)[C@@H](C)COC(=O)CCC[C@H]1C. The result is 0 (non-inhibitor). (8) The drug is C=CCOc1ccccc1OC[C@H](O)CNC(C)C. The result is 0 (non-inhibitor). (9) The molecule is Cc1cn[nH]c1. The result is 0 (non-inhibitor). (10) The compound is CCOC(=O)C[C@@H](CC(C)=O)C(=O)OCC. The result is 0 (non-inhibitor).